From a dataset of Full USPTO retrosynthesis dataset with 1.9M reactions from patents (1976-2016). Predict the reactants needed to synthesize the given product. (1) Given the product [CH:21]1([N:19]([CH3:20])[CH2:18][CH2:17][NH:16][C:14](=[O:15])[CH2:13][N:1]2[C:9]3[C:4](=[CH:5][CH:6]=[CH:7][CH:8]=3)[CH:3]=[CH:2]2)[CH2:26][CH2:25][CH2:24][CH2:23][CH2:22]1, predict the reactants needed to synthesize it. The reactants are: [NH:1]1[C:9]2[C:4](=[CH:5][CH:6]=[CH:7][CH:8]=2)[CH:3]=[CH:2]1.[H-].[Na+].Cl[CH2:13][C:14]([NH:16][CH2:17][CH2:18][N:19]([CH:21]1[CH2:26][CH2:25][CH2:24][CH2:23][CH2:22]1)[CH3:20])=[O:15]. (2) Given the product [F:7][C@H:27]1[CH2:26][C@@H:25]2[N:20]([C:21](=[O:45])/[C:22](=[CH:30]/[C:31]3[CH:36]=[CH:35][C:34]([N:37]4[CH:41]=[C:40]([CH3:42])[N:39]=[CH:38]4)=[C:33]([O:43][CH3:44])[CH:32]=3)/[CH2:23][CH2:24]2)[C@H:19]([C:13]2[CH:14]=[C:15]([F:18])[C:16]([F:17])=[C:11]([F:10])[CH:12]=2)[CH2:28]1, predict the reactants needed to synthesize it. The reactants are: C(N(S(F)(F)[F:7])CC)C.[F:10][C:11]1[CH:12]=[C:13]([C@@H:19]2[CH2:28][C@H:27](O)[CH2:26][C@@H:25]3[N:20]2[C:21](=[O:45])/[C:22](=[CH:30]/[C:31]2[CH:36]=[CH:35][C:34]([N:37]4[CH:41]=[C:40]([CH3:42])[N:39]=[CH:38]4)=[C:33]([O:43][CH3:44])[CH:32]=2)/[CH2:23][CH2:24]3)[CH:14]=[C:15]([F:18])[C:16]=1[F:17].O.C(OCC)(=O)C. (3) Given the product [CH:1]1([C:4]2[CH:9]=[C:8]([CH:10]=[O:11])[C:7]([O:12][CH2:21][CH3:22])=[CH:6][C:5]=2[C:13]2[CH:14]=[CH:15][C:16]([F:19])=[CH:17][CH:18]=2)[CH2:2][CH2:3]1, predict the reactants needed to synthesize it. The reactants are: [CH:1]1([C:4]2[CH:9]=[C:8]([CH:10]=[O:11])[C:7]([OH:12])=[CH:6][C:5]=2[C:13]2[CH:18]=[CH:17][C:16]([F:19])=[CH:15][CH:14]=2)[CH2:3][CH2:2]1.I[CH2:21][CH3:22].C(=O)([O-])[O-].[K+].[K+].CN(C=O)C. (4) Given the product [CH2:1]([O:3][C:4]1[CH:5]=[C:6]([C:13](=[O:36])[CH2:14][CH2:15][C:16]([NH:18][C:19]2[CH:28]=[C:27]([C:29]3[CH:30]=[CH:31][C:32]([O:35][CH2:45][CH2:44][NH:43][C:42](=[O:47])[O:41][C:37]([CH3:40])([CH3:39])[CH3:38])=[CH:33][CH:34]=3)[C:26]3[C:21](=[CH:22][CH:23]=[CH:24][CH:25]=3)[N:20]=2)=[O:17])[CH:7]=[CH:8][C:9]=1[O:10][CH2:11][CH3:12])[CH3:2], predict the reactants needed to synthesize it. The reactants are: [CH2:1]([O:3][C:4]1[CH:5]=[C:6]([C:13](=[O:36])[CH2:14][CH2:15][C:16]([NH:18][C:19]2[CH:28]=[C:27]([C:29]3[CH:34]=[CH:33][C:32]([OH:35])=[CH:31][CH:30]=3)[C:26]3[C:21](=[CH:22][CH:23]=[CH:24][CH:25]=3)[N:20]=2)=[O:17])[CH:7]=[CH:8][C:9]=1[O:10][CH2:11][CH3:12])[CH3:2].[C:37]([O:41][C:42](=[O:47])[NH:43][CH2:44][CH2:45]Br)([CH3:40])([CH3:39])[CH3:38].C(=O)([O-])[O-].[K+].[K+].[I-].[K+].